Dataset: P-glycoprotein inhibition data for predicting drug efflux from Broccatelli et al.. Task: Regression/Classification. Given a drug SMILES string, predict its absorption, distribution, metabolism, or excretion properties. Task type varies by dataset: regression for continuous measurements (e.g., permeability, clearance, half-life) or binary classification for categorical outcomes (e.g., BBB penetration, CYP inhibition). Dataset: pgp_broccatelli. (1) The drug is COc1cc2c(cc1OC)CN(CCc1ccc(NC(=O)c3cccnc3)cc1)CC2. The result is 1 (inhibitor). (2) The compound is CC(=O)OCC(=O)[C@@]1(O)[C@@H](C)C[C@@H]2[C@H]3CCC4=CC(=O)C=C[C@@]4(C)[C@]3(F)[C@H](O)C[C@@]21C. The result is 1 (inhibitor).